This data is from Forward reaction prediction with 1.9M reactions from USPTO patents (1976-2016). The task is: Predict the product of the given reaction. (1) The product is: [Cl:11][CH2:12][C:13]([NH:10][NH:9][C:7]([C:1]1[CH:6]=[CH:5][CH:4]=[CH:3][CH:2]=1)=[O:8])=[O:14]. Given the reactants [C:1]1([C:7]([NH:9][NH2:10])=[O:8])[CH:6]=[CH:5][CH:4]=[CH:3][CH:2]=1.[Cl:11][CH2:12][C:13](Cl)=[O:14].ClCCl.CO.C(=O)(O)[O-].[Na+], predict the reaction product. (2) The product is: [OH:16][C:15]1[N:1]([C:3]2[CH:8]=[C:7]([CH:6]=[CH:5][N:4]=2)[C:9]([OH:11])=[O:10])[N:2]=[C:13]([CH3:20])[CH:14]=1. Given the reactants [NH:1]([C:3]1[CH:8]=[C:7]([C:9]([OH:11])=[O:10])[CH:6]=[CH:5][N:4]=1)[NH2:2].O=[C:13]([CH3:20])[CH2:14][C:15](OCC)=[O:16], predict the reaction product. (3) Given the reactants C(OC(=O)C)(=O)C.[C:8]([N:11]1[CH2:15][CH2:14][CH:13]([C:16]2[N:24]3[C:19]([C:20]([NH2:25])=[N:21][CH:22]=[N:23]3)=[C:18]([C:26]3[CH:31]=[CH:30][C:29]([NH:32][C:33]([NH:35][C:36]4[CH:41]=[C:40]([C:42]([F:45])([F:44])[F:43])[CH:39]=[CH:38][C:37]=4[F:46])=[O:34])=[C:28](F)[CH:27]=3)[CH:17]=2)[CH2:12]1)(=[O:10])[CH3:9], predict the reaction product. The product is: [C:8]([N:11]1[CH2:15][CH2:14][CH:13]([C:16]2[N:24]3[C:19]([C:20]([NH2:25])=[N:21][CH:22]=[N:23]3)=[C:18]([C:26]3[CH:27]=[CH:28][C:29]([NH:32][C:33]([NH:35][C:36]4[CH:41]=[C:40]([C:42]([F:45])([F:44])[F:43])[CH:39]=[CH:38][C:37]=4[F:46])=[O:34])=[CH:30][CH:31]=3)[CH:17]=2)[CH2:12]1)(=[O:10])[CH3:9].